From a dataset of Catalyst prediction with 721,799 reactions and 888 catalyst types from USPTO. Predict which catalyst facilitates the given reaction. (1) Reactant: [CH3:1][Si](C=[N+]=[N-])(C)C.[F:8][C:9]1[CH:14]=[CH:13][C:12]([C:15]2[O:16][C:17]3[CH:27]=[CH:26][C:25]([C:28]4[CH:29]=[C:30]([CH:34]=[CH:35][CH:36]=4)[C:31]([OH:33])=[O:32])=[CH:24][C:18]=3[C:19]=2[C:20](=[O:23])[NH:21][CH3:22])=[CH:11][CH:10]=1. Product: [F:8][C:9]1[CH:14]=[CH:13][C:12]([C:15]2[O:16][C:17]3[CH:27]=[CH:26][C:25]([C:28]4[CH:29]=[C:30]([CH:34]=[CH:35][CH:36]=4)[C:31]([O:33][CH3:1])=[O:32])=[CH:24][C:18]=3[C:19]=2[C:20](=[O:23])[NH:21][CH3:22])=[CH:11][CH:10]=1. The catalyst class is: 27. (2) Reactant: [Br:1][C:2]1[N:7]=[C:6]([CH:8]=O)[CH:5]=[CH:4][CH:3]=1.[N:10]1([CH:15]2[CH2:20][CH2:19][NH:18][CH2:17][CH2:16]2)[CH2:14][CH2:13][CH2:12][CH2:11]1. Product: [Br:1][C:2]1[CH:3]=[CH:4][CH:5]=[C:6]([CH2:8][N:18]2[CH2:19][CH2:20][CH:15]([N:10]3[CH2:14][CH2:13][CH2:12][CH2:11]3)[CH2:16][CH2:17]2)[N:7]=1. The catalyst class is: 2. (3) Reactant: [F:1][C:2]([F:42])([F:41])[C@H:3]([N:28]1[CH2:32][CH2:31][C@H:30]([NH:33]C(=O)OC(C)(C)C)[CH2:29]1)[C:4]1[CH:5]=[CH:6][C:7]2[N:8]([C:10]([C:13]3[CH:22]=[CH:21][C:20]4[C:15](=[CH:16][C:17]([O:23][CH2:24][CH2:25][O:26][CH3:27])=[CH:18][CH:19]=4)[N:14]=3)=[N:11][N:12]=2)[CH:9]=1.[ClH:43]. Product: [ClH:43].[ClH:43].[F:41][C:2]([F:1])([F:42])[C@H:3]([N:28]1[CH2:32][CH2:31][C@H:30]([NH2:33])[CH2:29]1)[C:4]1[CH:5]=[CH:6][C:7]2[N:8]([C:10]([C:13]3[CH:22]=[CH:21][C:20]4[C:15](=[CH:16][C:17]([O:23][CH2:24][CH2:25][O:26][CH3:27])=[CH:18][CH:19]=4)[N:14]=3)=[N:11][N:12]=2)[CH:9]=1. The catalyst class is: 545.